This data is from Forward reaction prediction with 1.9M reactions from USPTO patents (1976-2016). The task is: Predict the product of the given reaction. Given the reactants [CH2:1]([N:3]1[CH2:8][CH:7]([OH:9])[C:6]2[CH:10]=[CH:11][S:12][C:5]=2[CH2:4]1)[CH3:2].[Cl:13][C:14]1[C:19]([Cl:20])=[CH:18][CH:17]=[CH:16][C:15]=1F, predict the reaction product. The product is: [ClH:13].[Cl:13][C:14]1[C:19]([Cl:20])=[CH:18][CH:17]=[CH:16][C:15]=1[O:9][CH:7]1[CH2:8][N:3]([CH2:1][CH3:2])[CH2:4][C:5]2[S:12][CH:11]=[CH:10][C:6]1=2.